The task is: Predict the reactants needed to synthesize the given product.. This data is from Full USPTO retrosynthesis dataset with 1.9M reactions from patents (1976-2016). (1) Given the product [NH2:5][CH2:6][C:7]1[CH:8]=[CH:9][C:10]([O:13][C:17]2[CH:18]=[C:19]([CH:22]=[CH:23][CH:24]=2)[C:20]#[N:21])=[CH:11][CH:12]=1, predict the reactants needed to synthesize it. The reactants are: FC(F)(F)C([NH:5][CH2:6][C:7]1[CH:12]=[CH:11][C:10]([OH:13])=[CH:9][CH:8]=1)=O.Br[C:17]1[CH:18]=[C:19]([CH:22]=[CH:23][CH:24]=1)[C:20]#[N:21].[OH-].[Na+].[Cl-].[Na+]. (2) Given the product [CH2:1]([O:8][C:9](=[O:38])[N:10]([CH:32]1[CH2:37][CH2:36][CH2:35][CH2:34][CH2:33]1)[C:11]1[CH:16]=[CH:15][CH:14]=[C:13]([O:17][C:18]2[CH:23]=[CH:22][C:21]([N+:24]([O-:26])=[O:25])=[C:20]([CH:27]=[O:28])[CH:19]=2)[CH:12]=1)[C:2]1[CH:3]=[CH:4][CH:5]=[CH:6][CH:7]=1, predict the reactants needed to synthesize it. The reactants are: [CH2:1]([O:8][C:9](=[O:38])[N:10]([CH:32]1[CH2:37][CH2:36][CH2:35][CH2:34][CH2:33]1)[C:11]1[CH:16]=[CH:15][CH:14]=[C:13]([O:17][C:18]2[CH:23]=[CH:22][C:21]([N+:24]([O-:26])=[O:25])=[C:20]([CH:27](OC)[O:28]C)[CH:19]=2)[CH:12]=1)[C:2]1[CH:7]=[CH:6][CH:5]=[CH:4][CH:3]=1.O.Cl. (3) Given the product [C:1]([C:5]1[CH:6]=[C:7]2[C:12](=[C:13]([F:15])[CH:14]=1)[C:11](=[O:16])[N:10]([CH2:17][C:18]1[CH:23]=[CH:22][C:21]([C:24]3[CH:29]=[CH:28][N:27]=[C:26]([O:30][CH3:31])[CH:25]=3)=[C:20]([CH2:32][OH:33])[CH:19]=1)[N:9]=[CH:8]2)([CH3:4])([CH3:2])[CH3:3], predict the reactants needed to synthesize it. The reactants are: [C:1]([C:5]1[CH:6]=[C:7]2[C:12](=[C:13]([F:15])[CH:14]=1)[C:11](=[O:16])[N:10]([CH2:17][C:18]1[CH:23]=[CH:22][C:21]([C:24]3[CH:29]=[CH:28][N:27]=[C:26]([O:30][CH3:31])[CH:25]=3)=[C:20]([CH2:32][O:33]COC)[CH:19]=1)[N:9]=[CH:8]2)([CH3:4])([CH3:3])[CH3:2].Cl. (4) The reactants are: Cl[C:2]1[CH:3]=[C:4]2[N:11]([CH3:12])[C:10]([CH3:14])([CH3:13])[CH2:9][N:5]2[C:6](=[O:8])[N:7]=1.[Cl:15][C:16]1[CH:21]=[CH:20][C:19]([CH2:22][OH:23])=[CH:18][C:17]=1[F:24]. Given the product [Cl:15][C:16]1[CH:21]=[CH:20][C:19]([CH2:22][O:23][C:2]2[CH:3]=[C:4]3[N:11]([CH3:12])[C:10]([CH3:14])([CH3:13])[CH2:9][N:5]3[C:6](=[O:8])[N:7]=2)=[CH:18][C:17]=1[F:24], predict the reactants needed to synthesize it.